The task is: Binary Classification. Given a drug SMILES string, predict its activity (active/inactive) in a high-throughput screening assay against a specified biological target.. This data is from Cav3 T-type calcium channel HTS with 100,875 compounds. (1) The molecule is S(CC(=O)Nc1ccc(cc1)C(O)=O)c1nc([nH]n1)CC. The result is 0 (inactive). (2) The drug is O(c1cc2c([nH]cc2C=O)cc1)C. The result is 0 (inactive). (3) The compound is S(=O)(=O)(N(CC(=O)NCc1ccncc1)C)c1ccc(cc1)C. The result is 0 (inactive). (4) The drug is S(=O)(=O)(N(c1c(C(=O)Nc2cc(ccc2)C(F)(F)F)cccc1)C)C. The result is 0 (inactive). (5) The molecule is Clc1ccc(S(=O)(=O)n2nc(c3cc(OCc4c(Cl)cccc4F)ccc3)cc2)cc1. The result is 0 (inactive). (6) The drug is Clc1cc(C(=O)NCCc2n(CC=C)c(SCCOc3ccc(OC)cc3)nn2)ccc1Cl. The result is 0 (inactive). (7) The compound is S=C(NC1CCCCC1)Nc1ccc(Oc2ccccc2)cc1. The result is 0 (inactive).